This data is from Reaction yield outcomes from USPTO patents with 853,638 reactions. The task is: Predict the reaction yield, written as a fraction of the theoretical maximum amount of product (1.0 means a 100% yield; for example, 0.34 means a 34% yield). (1) The reactants are [C:1]([C:3]1[CH:8]=[CH:7][C:6]([NH:9][C:10]([CH:12]2[NH:16][CH:15]([CH2:17][C:18]([CH3:21])([CH3:20])[CH3:19])[C:14]3([C:29]4[C:24](=[CH:25][C:26]([Cl:31])=[CH:27][C:28]=4[F:30])[NH:23][C:22]3=[O:32])[CH:13]2[C:33]2[CH:38]=[CH:37][CH:36]=[C:35]([Cl:39])[C:34]=2[F:40])=[O:11])=[C:5]([O:41][CH3:42])[CH:4]=1)#[N:2].[OH:43]O.[OH-].[Na+]. The catalyst is CS(C)=O. The product is [C:1]([C:3]1[CH:8]=[CH:7][C:6]([NH:9][C:10]([CH:12]2[NH:16][CH:15]([CH2:17][C:18]([CH3:21])([CH3:20])[CH3:19])[C:14]3([C:29]4[C:24](=[CH:25][C:26]([Cl:31])=[CH:27][C:28]=4[F:30])[NH:23][C:22]3=[O:32])[CH:13]2[C:33]2[CH:38]=[CH:37][CH:36]=[C:35]([Cl:39])[C:34]=2[F:40])=[O:11])=[C:5]([O:41][CH3:42])[CH:4]=1)(=[O:43])[NH2:2]. The yield is 0.640. (2) The reactants are Cl.[NH:2]([C:4]1[CH:9]=[C:8]([C:10]#[N:11])[CH:7]=[CH:6][N:5]=1)[NH2:3].CN(C)/[CH:14]=[CH:15]/[C:16]([C:18]1[CH:23]=[CH:22][C:21]([O:24][CH3:25])=[CH:20][CH:19]=1)=O. No catalyst specified. The product is [CH3:25][O:24][C:21]1[CH:22]=[CH:23][C:18]([C:16]2[N:2]([C:4]3[CH:9]=[C:8]([C:10]#[N:11])[CH:7]=[CH:6][N:5]=3)[N:3]=[CH:14][CH:15]=2)=[CH:19][CH:20]=1. The yield is 1.00. (3) The reactants are [N+:1]([C:4]1[CH:5]=[C:6]([CH:10]=[CH:11][C:12]=1[NH:13][CH3:14])[C:7]([OH:9])=[O:8])([O-])=O.N#N. The catalyst is [Pd].C(O)C. The product is [NH2:1][C:4]1[CH:5]=[C:6]([CH:10]=[CH:11][C:12]=1[NH:13][CH3:14])[C:7]([OH:9])=[O:8]. The yield is 0.610.